From a dataset of Reaction yield outcomes from USPTO patents with 853,638 reactions. Predict the reaction yield, written as a fraction of the theoretical maximum amount of product (1.0 means a 100% yield; for example, 0.34 means a 34% yield). (1) The reactants are [CH3:1][C@H:2]([O:6][C:7]1[CH:8]=[C:9]([C:21]([NH:23][C:24]2[CH:28]=[CH:27][N:26]([C:29]([O:31][C:32]([CH3:35])([CH3:34])[CH3:33])=[O:30])[N:25]=2)=[O:22])[CH:10]=[C:11]([O:13]CC2C=CC=CC=2)[CH:12]=1)[CH2:3][O:4][CH3:5]. The catalyst is C1COCC1.C(O)C. The product is [OH:13][C:11]1[CH:10]=[C:9]([C:21]([NH:23][C:24]2[CH:28]=[CH:27][N:26]([C:29]([O:31][C:32]([CH3:33])([CH3:35])[CH3:34])=[O:30])[N:25]=2)=[O:22])[CH:8]=[C:7]([O:6][C@@H:2]([CH3:1])[CH2:3][O:4][CH3:5])[CH:12]=1. The yield is 0.970. (2) The reactants are FC(F)(F)S(O[Si](C)(C)C)(=O)=O.[CH:13]1([N:17]2[CH2:23][CH2:22][C:21]3[CH:24]=[C:25]([CH2:28][C:29]4([OH:42])[CH2:34][CH2:33][N:32](C(OC(C)(C)C)=O)[CH2:31][CH2:30]4)[CH:26]=[CH:27][C:20]=3[CH2:19][CH2:18]2)[CH2:16][CH2:15][CH2:14]1. The catalyst is ClCCl. The product is [CH:13]1([N:17]2[CH2:23][CH2:22][C:21]3[CH:24]=[C:25]([CH2:28][C:29]4([OH:42])[CH2:34][CH2:33][NH:32][CH2:31][CH2:30]4)[CH:26]=[CH:27][C:20]=3[CH2:19][CH2:18]2)[CH2:16][CH2:15][CH2:14]1. The yield is 0.930. (3) The reactants are [CH3:1][O:2][C:3]([CH:5]1[CH:9]([C:10]#[N:11])[CH2:8][O:7][CH2:6]1)=[O:4].O=S(Cl)Cl.O. The catalyst is N1C=CC=CC=1. The product is [CH3:1][O:2][C:3]([C:5]1[CH2:6][O:7][CH2:8][C:9]=1[C:10]#[N:11])=[O:4]. The yield is 0.900.